From a dataset of Catalyst prediction with 721,799 reactions and 888 catalyst types from USPTO. Predict which catalyst facilitates the given reaction. (1) Reactant: Cl[C:2]1[C:11]2[C:6](=[CH:7][CH:8]=[CH:9][CH:10]=2)[N:5]=[CH:4][CH:3]=1.[CH:12]1([NH2:15])[CH2:14][CH2:13]1. Product: [CH:12]1([NH:15][C:2]2[C:11]3[C:6](=[CH:7][CH:8]=[CH:9][CH:10]=3)[N:5]=[CH:4][CH:3]=2)[CH2:14][CH2:13]1. The catalyst class is: 74. (2) Reactant: [F:1][C:2]1[CH:9]=[CH:8][C:7]([O:10][CH3:11])=[CH:6][C:3]=1[CH:4]=O.[CH3:12][NH:13][CH3:14].C([BH3-])#N.[Na+].C(O)(=O)C. Product: [F:1][C:2]1[CH:9]=[CH:8][C:7]([O:10][CH3:11])=[CH:6][C:3]=1[CH2:4][N:13]([CH3:14])[CH3:12]. The catalyst class is: 5. (3) Reactant: [C:1]([NH:4][C:5]1[C:14]([Cl:15])=[CH:13][C:8]([C:9]([O:11][CH3:12])=[O:10])=[C:7]([O:16][CH2:17][C:18]#[CH:19])[CH:6]=1)(=[O:3])[CH3:2].C1C=CC(C2C=CC=CC=2)=CC=1.C1C=CC(OC2C=CC=CC=2)=CC=1. Product: [C:1]([NH:4][C:5]1[C:14]([Cl:15])=[CH:13][C:8]([C:9]([O:11][CH3:12])=[O:10])=[C:7]2[C:6]=1[CH:19]=[CH:18][CH2:17][O:16]2)(=[O:3])[CH3:2]. The catalyst class is: 81. (4) The catalyst class is: 2. Product: [N:1]1([CH:5]2[CH2:10][CH2:9][CH:8]([NH2:11])[CH2:7][CH2:6]2)[CH2:2][CH2:3][CH2:4]1. Reactant: [N:1]1([CH:5]2[CH2:10][CH2:9][CH:8]([NH:11]C(=O)OC(C)(C)C)[CH2:7][CH2:6]2)[CH2:4][CH2:3][CH2:2]1.C(O)(C(F)(F)F)=O. (5) Reactant: [C:1]([Si:5]([O:8][C:9]1[CH:14]=[C:13]([F:15])[CH:12]=[C:11]([F:16])[CH:10]=1)([CH3:7])[CH3:6])([CH3:4])([CH3:3])[CH3:2].C([Li])CCC.C(O[B:26]1[O:30][C:29]([CH3:32])([CH3:31])[C:28]([CH3:34])([CH3:33])[O:27]1)(C)C. Product: [C:1]([Si:5]([O:8][C:9]1[CH:10]=[C:11]([F:16])[C:12]([B:26]2[O:30][C:29]([CH3:32])([CH3:31])[C:28]([CH3:34])([CH3:33])[O:27]2)=[C:13]([F:15])[CH:14]=1)([CH3:7])[CH3:6])([CH3:4])([CH3:2])[CH3:3]. The catalyst class is: 1. (6) Reactant: [CH2:1]([N:3]([CH2:19][CH3:20])[C:4]([CH:6]1[O:11][CH2:10][CH2:9][N:8](C(OC(C)(C)C)=O)[CH2:7]1)=[O:5])[CH3:2].[ClH:21]. Product: [ClH:21].[CH2:19]([N:3]([CH2:1][CH3:2])[C:4]([CH:6]1[O:11][CH2:10][CH2:9][NH:8][CH2:7]1)=[O:5])[CH3:20]. The catalyst class is: 13. (7) Reactant: Br[C:2]1[C:3]([CH:26]([CH3:28])[CH3:27])=[N:4][N:5]([C:16]([CH3:25])([CH3:24])[CH2:17][C:18]2[CH:23]=[CH:22][CH:21]=[CH:20][CH:19]=2)[C:6]=1C1C=CC=CC=1C([O-])=O.[CH3:29][C:30]([CH3:32])=O.C(=O)=[O:34].C([Li])CCC.[O:41]1[CH2:45][CH2:44][CH2:43][CH2:42]1. Product: [OH:34][C:6]1[N:5]([C:16]([CH3:25])([CH3:24])[CH2:17][C:18]2[CH:23]=[CH:22][CH:21]=[CH:20][CH:19]=2)[N:4]=[C:3]([CH:26]([CH3:28])[CH3:27])[C:2]=1[C:45]([C:44]1[CH:32]=[CH:30][CH:29]=[CH:42][CH:43]=1)=[O:41]. The catalyst class is: 81. (8) Reactant: C(OP([CH2:9][C:10]1[CH:15]=[CH:14][C:13]([F:16])=[CH:12][CH:11]=1)(=O)OCC)C.C[Si]([N-][Si](C)(C)C)(C)C.[K+].[CH3:27][CH:28]1[C:33](=O)[CH2:32][CH2:31][N:30]([CH2:35][C:36]2[CH:41]=[CH:40][CH:39]=[CH:38][CH:37]=2)[CH2:29]1. Product: [F:16][C:13]1[CH:12]=[CH:11][C:10]([CH:9]=[C:33]2[CH2:32][CH2:31][N:30]([CH2:35][C:36]3[CH:41]=[CH:40][CH:39]=[CH:38][CH:37]=3)[CH2:29][CH:28]2[CH3:27])=[CH:15][CH:14]=1. The catalyst class is: 7.